Regression/Classification. Given a drug SMILES string, predict its absorption, distribution, metabolism, or excretion properties. Task type varies by dataset: regression for continuous measurements (e.g., permeability, clearance, half-life) or binary classification for categorical outcomes (e.g., BBB penetration, CYP inhibition). Dataset: hlm. From a dataset of Human liver microsome stability data. The compound is COC(=O)Nc1ccc2c(c1)NC(=O)CCC=CC[C@H](N1CCC(c3cccc(Cl)c3)NC1=O)c1nc-2c[nH]1. The result is 0 (unstable in human liver microsomes).